From a dataset of Reaction yield outcomes from USPTO patents with 853,638 reactions. Predict the reaction yield, written as a fraction of the theoretical maximum amount of product (1.0 means a 100% yield; for example, 0.34 means a 34% yield). (1) The reactants are C(OP([CH2:9][C:10]([O:12][CH2:13][CH3:14])=[O:11])(OCC)=O)C.[O-]CC.[Na+].[CH2:19]([O:26][C:27]1[CH:32]=[C:31]([O:33][CH2:34][CH2:35][O:36][CH3:37])[CH:30]=[CH:29][C:28]=1[C:38](=O)[CH3:39])[C:20]1[CH:25]=[CH:24][CH:23]=[CH:22][CH:21]=1.[Cl-].[NH4+]. The catalyst is C(O)C.C1(C)C=CC=CC=1. The product is [CH2:19]([O:26][C:27]1[CH:32]=[C:31]([O:33][CH2:34][CH2:35][O:36][CH3:37])[CH:30]=[CH:29][C:28]=1/[C:38](/[CH3:39])=[CH:9]/[C:10]([O:12][CH2:13][CH3:14])=[O:11])[C:20]1[CH:21]=[CH:22][CH:23]=[CH:24][CH:25]=1. The yield is 0.720. (2) The reactants are [NH:1]1[CH2:5][C:4](=[O:6])[NH:3][C:2]1=[O:7].[H-].[Na+].CS(O[CH2:15][CH2:16][C:17]1[C:18]([CH3:33])=[N:19][N:20]([CH3:32])[C:21]=1[N:22]1[C:30]2[C:25](=[CH:26][C:27]([Cl:31])=[CH:28][CH:29]=2)[CH:24]=[CH:23]1)(=O)=O.O. The catalyst is CN(C)C=O. The product is [Cl:31][C:27]1[CH:26]=[C:25]2[C:30](=[CH:29][CH:28]=1)[N:22]([C:21]1[N:20]([CH3:32])[N:19]=[C:18]([CH3:33])[C:17]=1[CH2:16][CH2:15][N:3]1[C:4](=[O:6])[CH2:5][NH:1][C:2]1=[O:7])[CH:23]=[CH:24]2. The yield is 0.580. (3) The reactants are [N+:1]([C:4]1[CH:9]=[CH:8][C:7]([N:10]2[CH2:15][CH2:14][O:13][CH2:12][CH2:11]2)=[C:6]([C:16]([F:19])([F:18])[F:17])[CH:5]=1)([O-])=O. The catalyst is [Pd].CO. The product is [F:19][C:16]([F:17])([F:18])[C:6]1[CH:5]=[C:4]([CH:9]=[CH:8][C:7]=1[N:10]1[CH2:11][CH2:12][O:13][CH2:14][CH2:15]1)[NH2:1]. The yield is 0.900. (4) The reactants are [CH:1]1([C:10]([OH:12])=[O:11])[C:9]2[C:4](=[CH:5][CH:6]=[CH:7][CH:8]=2)[CH2:3][NH:2]1.[OH-].[K+].[Cl:15][CH2:16][C:17]1[C:22]([CH3:23])=[CH:21][C:20]([CH3:24])=[CH:19][C:18]=1[CH3:25]. The catalyst is C(O)(C)C. The product is [ClH:15].[CH3:25][C:18]1[CH:19]=[C:20]([CH3:24])[CH:21]=[C:22]([CH3:23])[C:17]=1[CH2:16][N:2]1[CH2:3][C:4]2[C:9](=[CH:8][CH:7]=[CH:6][CH:5]=2)[CH:1]1[C:10]([OH:12])=[O:11]. The yield is 0.490. (5) The catalyst is O1CCOCC1.CN(C=O)C.C1C=CC(P(C2C=CC=CC=2)[C-]2C=CC=C2)=CC=1.C1C=CC(P(C2C=CC=CC=2)[C-]2C=CC=C2)=CC=1.Cl[Pd]Cl.[Fe+2]. The reactants are [Cl:1][C:2]1[CH:10]=[C:9]2[C:5]([CH:6]=[CH:7][NH:8]2)=[CH:4][C:3]=1B1OCC(C)(C)CO1.[C:19](=O)([O-])[O-:20].[K+].[K+].Br[C:26]1[CH:37]=[CH:36][C:29]([O:30][CH2:31][CH:32]2[CH2:35][O:34][CH2:33]2)=[CH:28][CH:27]=1. The product is [Cl:1][C:2]1[CH:10]=[C:9]2[C:5]([C:6]([CH:19]=[O:20])=[CH:7][NH:8]2)=[CH:4][C:3]=1[C:26]1[CH:37]=[CH:36][C:29]([O:30][CH2:31][CH:32]2[CH2:35][O:34][CH2:33]2)=[CH:28][CH:27]=1. The yield is 0.530. (6) The reactants are [ClH:1].[OH:2][C@H:3]1[CH2:7][CH2:6][NH:5][C@@H:4]1[C:8]([OH:10])=[O:9].[CH3:11]O. No catalyst specified. The product is [ClH:1].[OH:2][C@H:3]1[CH2:7][CH2:6][NH:5][C@@H:4]1[C:8]([O:10][CH3:11])=[O:9]. The yield is 0.940. (7) The reactants are [C:1]([C:5]1[CH:10]=[CH:9][C:8]([S:11]([NH:14][C:15]2[CH:23]=[C:22]([F:24])[C:21]([Cl:25])=[CH:20][C:16]=2[C:17](Cl)=[O:18])(=[O:13])=[O:12])=[CH:7][CH:6]=1)([CH3:4])([CH3:3])[CH3:2].[NH2:26][NH2:27]. The catalyst is ClCCl. The product is [C:1]([C:5]1[CH:10]=[CH:9][C:8]([S:11]([NH:14][C:15]2[CH:23]=[C:22]([F:24])[C:21]([Cl:25])=[CH:20][C:16]=2[C:17]([NH:26][NH2:27])=[O:18])(=[O:13])=[O:12])=[CH:7][CH:6]=1)([CH3:4])([CH3:3])[CH3:2]. The yield is 0.710. (8) The reactants are [C:1]([C:3]1[CH:4]=[C:5]([C:8]([OH:10])=O)[NH:6][CH:7]=1)#[N:2].[CH3:11][N:12]1[CH2:17][CH2:16][N:15]([C:18]2[CH:23]=[CH:22][C:21]([N+:24]([O-])=O)=[C:20]([N:27]3[CH2:32][CH2:31][CH:30]([CH3:33])[CH2:29][CH2:28]3)[CH:19]=2)[CH2:14][CH2:13]1. No catalyst specified. The product is [CH3:11][N:12]1[CH2:13][CH2:14][N:15]([C:18]2[CH:23]=[CH:22][C:21]([NH:24][C:8]([C:5]3[NH:6][CH:7]=[C:3]([C:1]#[N:2])[CH:4]=3)=[O:10])=[C:20]([N:27]3[CH2:32][CH2:31][CH:30]([CH3:33])[CH2:29][CH2:28]3)[CH:19]=2)[CH2:16][CH2:17]1. The yield is 0.550.